Dataset: Full USPTO retrosynthesis dataset with 1.9M reactions from patents (1976-2016). Task: Predict the reactants needed to synthesize the given product. Given the product [CH3:37][O:36][C:34](=[O:35])[CH2:33][NH:27][C:24]1[CH:25]=[CH:26][C:21]([CH2:20][N:8]2[CH:9]=[C:10]([C:12]3[CH:17]=[CH:16][C:15]([Cl:18])=[CH:14][C:13]=3[Cl:19])[N:11]=[C:7]2[CH2:6][C:5]2[CH:30]=[CH:31][C:2]([Br:1])=[CH:3][CH:4]=2)=[CH:22][CH:23]=1, predict the reactants needed to synthesize it. The reactants are: [Br:1][C:2]1[CH:31]=[CH:30][C:5]([CH2:6][C:7]2[N:8]([CH2:20][C:21]3[CH:26]=[CH:25][C:24]([N+:27]([O-])=O)=[CH:23][CH:22]=3)[CH:9]=[C:10]([C:12]3[CH:17]=[CH:16][C:15]([Cl:18])=[CH:14][C:13]=3[Cl:19])[N:11]=2)=[CH:4][CH:3]=1.Br[CH2:33][C:34]([O:36][CH3:37])=[O:35].